From a dataset of Forward reaction prediction with 1.9M reactions from USPTO patents (1976-2016). Predict the product of the given reaction. (1) The product is: [NH2:13][C:4]1[CH:5]=[C:6]([CH:11]=[CH:12][C:3]=1[CH2:1][CH3:2])[C:7]([O:9][CH3:10])=[O:8]. Given the reactants [CH2:1]([C:3]1[CH:12]=[CH:11][C:6]([C:7]([O:9][CH3:10])=[O:8])=[CH:5][C:4]=1[N+:13]([O-])=O)[CH3:2], predict the reaction product. (2) Given the reactants Cl[C:2]1[N:7]=[CH:6][C:5]([O:8][CH:9]2[CH2:14][CH2:13][N:12]([C:15]([O:17][C:18]([CH3:21])([CH3:20])[CH3:19])=[O:16])[CH2:11][CH2:10]2)=[CH:4][CH:3]=1.[F:22][C:23]1[CH:24]=[C:25]([C:32]#[N:33])[CH:26]=[C:27]2[C:31]=1[NH:30][CH:29]=[CH:28]2, predict the reaction product. The product is: [C:18]([O:17][C:15]([N:12]1[CH2:13][CH2:14][CH:9]([O:8][C:5]2[CH:6]=[N:7][C:2]([N:30]3[C:31]4[C:27](=[CH:26][C:25]([C:32]#[N:33])=[CH:24][C:23]=4[F:22])[CH:28]=[CH:29]3)=[CH:3][CH:4]=2)[CH2:10][CH2:11]1)=[O:16])([CH3:21])([CH3:20])[CH3:19]. (3) Given the reactants [CH:1]1([C:6]([OH:8])=O)[CH2:5][CH2:4][CH2:3][CH2:2]1.[NH2:9][C@@H:10]1[C@H:14]2[O:15][CH2:16][C@H:17]([NH:18][C:19](=[O:33])[C:20]3[CH:25]=[CH:24][CH:23]=[C:22]([O:26][C:27]4[CH:32]=[CH:31][CH:30]=[CH:29][CH:28]=4)[CH:21]=3)[C@H:13]2[O:12][CH2:11]1, predict the reaction product. The product is: [CH:1]1([C:6]([NH:9][C@@H:10]2[C@H:14]3[O:15][CH2:16][C@H:17]([NH:18][C:19](=[O:33])[C:20]4[CH:25]=[CH:24][CH:23]=[C:22]([O:26][C:27]5[CH:28]=[CH:29][CH:30]=[CH:31][CH:32]=5)[CH:21]=4)[C@H:13]3[O:12][CH2:11]2)=[O:8])[CH2:2][CH2:3][CH2:4][CH2:5]1. (4) Given the reactants [C:1]([O:5][C@@H:6]([C:11]1[C:40]([CH3:41])=[CH:39][N:38]2[N:42]=[C:35]3[CH:36]=[C:37]2[C:12]=1[N:13]1[CH2:47][CH2:46][C:16]([CH3:48])([O:17][CH2:18][CH2:19][CH2:20][CH:21]([CH3:45])[CH2:22][O:23][C:24]2[CH:25]=[CH:26][C:27]([CH3:44])=[CH:28][C:29]=2[C:30]2[CH:43]=[C:34]3[CH:33]=[CH:32][CH:31]=2)[CH2:15][CH2:14]1)[C:7]([O:9]C)=[O:8])([CH3:4])([CH3:3])[CH3:2].[OH-].[Na+], predict the reaction product. The product is: [C:1]([O:5][C@@H:6]([C:11]1[C:40]([CH3:41])=[CH:39][N:38]2[N:42]=[C:35]3[CH:36]=[C:37]2[C:12]=1[N:13]1[CH2:47][CH2:46][C:16]([CH3:48])([O:17][CH2:18][CH2:19][CH2:20][C@H:21]([CH3:45])[CH2:22][O:23][C:24]2[CH:25]=[CH:26][C:27]([CH3:44])=[CH:28][C:29]=2[C:30]2[CH:43]=[C:34]3[CH:33]=[CH:32][CH:31]=2)[CH2:15][CH2:14]1)[C:7]([OH:9])=[O:8])([CH3:4])([CH3:2])[CH3:3]. (5) Given the reactants [H-].[Na+].[CH3:3][C:4]1[C:5]([C:19]([NH:21][C:22]2[CH:27]=[CH:26][C:25]([S:28]([CH3:31])(=[O:30])=[O:29])=[CH:24][CH:23]=2)=[O:20])=[CH:6][NH:7][C:8]=1[C:9]1[CH:14]=[CH:13][CH:12]=[CH:11][C:10]=1[C:15]([F:18])([F:17])[F:16].[O:32]1[CH2:36][CH2:35]OS1(=O)=O, predict the reaction product. The product is: [OH:32][CH2:36][CH2:35][N:7]1[C:8]([C:9]2[CH:14]=[CH:13][CH:12]=[CH:11][C:10]=2[C:15]([F:18])([F:16])[F:17])=[C:4]([CH3:3])[C:5]([C:19]([NH:21][C:22]2[CH:27]=[CH:26][C:25]([S:28]([CH3:31])(=[O:30])=[O:29])=[CH:24][CH:23]=2)=[O:20])=[CH:6]1. (6) Given the reactants [NH2:1][C:2]1[NH:6][N:5]=[CH:4][C:3]=1[C:7]#[N:8].[NH:9]1[C:13]2[CH:14]=[CH:15][C:16]([C:18](=O)[CH2:19][C:20](OCC)=[O:21])=[CH:17][C:12]=2[N:11]=[N:10]1, predict the reaction product. The product is: [NH:9]1[C:13]2[CH:14]=[CH:15][C:16]([C:18]3[NH:1][C:2]4[N:6]([N:5]=[CH:4][C:3]=4[C:7]#[N:8])[C:20](=[O:21])[CH:19]=3)=[CH:17][C:12]=2[N:11]=[N:10]1. (7) The product is: [CH:18]1[C:19]2[C:14](=[N:13][C:12]3[C:21]([C:20]=2[NH:22][CH2:23][CH2:24][NH:25][CH2:26][CH2:27][OH:28])=[CH:8][CH:9]=[CH:10][CH:11]=3)[CH:15]=[CH:16][CH:17]=1. Given the reactants O([C:8]1[C:21]2[C:12](=[N:13][C:14]3[C:19]([CH:20]=2)=[CH:18][CH:17]=[CH:16][CH:15]=3)[CH:11]=[CH:10][CH:9]=1)C1C=CC=CC=1.[NH2:22][CH2:23][CH2:24][NH:25][CH2:26][CH2:27][OH:28], predict the reaction product. (8) Given the reactants [F:1][C:2]1[CH:31]=[CH:30][CH:29]=[C:28]([F:32])[C:3]=1[CH2:4][N:5]1[C:10](=[O:11])[CH:9]=[CH:8][C:7]([CH2:12][C:13]2[C:21]3[C:16](=[CH:17][CH:18]=[CH:19][CH:20]=3)[N:15]([CH2:22][C:23]([O:25]C)=[O:24])[C:14]=2[CH3:27])=[CH:6]1.O.[OH-].[Li+], predict the reaction product. The product is: [F:32][C:28]1[CH:29]=[CH:30][CH:31]=[C:2]([F:1])[C:3]=1[CH2:4][N:5]1[C:10](=[O:11])[CH:9]=[CH:8][C:7]([CH2:12][C:13]2[C:21]3[C:16](=[CH:17][CH:18]=[CH:19][CH:20]=3)[N:15]([CH2:22][C:23]([OH:25])=[O:24])[C:14]=2[CH3:27])=[CH:6]1.